From a dataset of Forward reaction prediction with 1.9M reactions from USPTO patents (1976-2016). Predict the product of the given reaction. Given the reactants [Cl-].C(OC([N:9]1[CH2:13][CH2:12][CH2:11][CH:10]1[Zn+])=O)(C)(C)C.Br[C:16]1[CH:37]=[CH:36][C:19]2[C:20]3[N:21]=[C:22]([C:28]4[N:29]([CH:33]([CH3:35])[CH3:34])[N:30]=[CH:31][N:32]=4)[S:23][C:24]=3[CH2:25][CH2:26][O:27][C:18]=2[CH:17]=1.F[B-](F)(F)F.C([PH+](C(C)(C)C)C(C)(C)C)(C)(C)C.C(O)(C(F)(F)F)=O, predict the reaction product. The product is: [CH:33]([N:29]1[C:28]([C:22]2[S:23][C:24]3[CH2:25][CH2:26][O:27][C:18]4[CH:17]=[C:16]([CH:10]5[CH2:11][CH2:12][CH2:13][NH:9]5)[CH:37]=[CH:36][C:19]=4[C:20]=3[N:21]=2)=[N:32][CH:31]=[N:30]1)([CH3:35])[CH3:34].